This data is from Catalyst prediction with 721,799 reactions and 888 catalyst types from USPTO. The task is: Predict which catalyst facilitates the given reaction. (1) Reactant: [O:1]([C:8]1[CH:16]=[CH:15][CH:14]=[CH:13][C:9]=1[C:10](O)=[O:11])[C:2]1[CH:7]=[CH:6][CH:5]=[CH:4][CH:3]=1.[H-].[Al+3].[Li+].[H-].[H-].[H-].Cl.O. Product: [O:1]([C:8]1[CH:16]=[CH:15][CH:14]=[CH:13][C:9]=1[CH2:10][OH:11])[C:2]1[CH:3]=[CH:4][CH:5]=[CH:6][CH:7]=1. The catalyst class is: 1. (2) Reactant: [SH:1][C:2]1[S:3][C:4]2[CH:10]=[CH:9][C:8]([C:11]([F:14])([F:13])[F:12])=[CH:7][C:5]=2[N:6]=1.Cl[C:16]1[C:21]([Cl:22])=[CH:20][C:19]([N+:23]([O-:25])=[O:24])=[CH:18][C:17]=1[C:26](=[O:28])[CH3:27].[H-].[Na+]. Product: [Cl:22][C:21]1[C:16]([S:1][C:2]2[S:3][C:4]3[CH:10]=[CH:9][C:8]([C:11]([F:14])([F:13])[F:12])=[CH:7][C:5]=3[N:6]=2)=[C:17]([C:26](=[O:28])[CH3:27])[CH:18]=[C:19]([N+:23]([O-:25])=[O:24])[CH:20]=1. The catalyst class is: 3. (3) Reactant: [NH2:1][C:2]([CH3:27])([CH3:26])[C@H:3]([NH:8][C:9](=[O:25])[C:10]1[CH:15]=[CH:14][C:13]([C:16]#[C:17][C:18]#[C:19][C:20]([OH:24])([CH3:23])[CH2:21][OH:22])=[CH:12][CH:11]=1)[C:4](OC)=[O:5].[NH2:28][OH:29].CC(O)=O. Product: [NH2:1][C:2]([CH3:27])([CH3:26])[C@H:3]([NH:8][C:9](=[O:25])[C:10]1[CH:15]=[CH:14][C:13]([C:16]#[C:17][C:18]#[C:19][C:20]([OH:24])([CH3:23])[CH2:21][OH:22])=[CH:12][CH:11]=1)[C:4]([NH:28][OH:29])=[O:5]. The catalyst class is: 378. (4) Reactant: [CH2:1]([N:8]([CH3:26])[C:9]1[CH:14]=[C:13]([C:15]2[CH:20]=[CH:19][C:18]([N+:21]([O-])=O)=[CH:17][C:16]=2[O:24][CH3:25])[CH:12]=[CH:11][N:10]=1)[C:2]1[CH:7]=[CH:6][CH:5]=[CH:4][CH:3]=1.O.O.[Sn](Cl)Cl.C([O-])(O)=O.[Na+]. The catalyst class is: 336. Product: [NH2:21][C:18]1[CH:19]=[CH:20][C:15]([C:13]2[CH:12]=[CH:11][N:10]=[C:9]([N:8]([CH2:1][C:2]3[CH:3]=[CH:4][CH:5]=[CH:6][CH:7]=3)[CH3:26])[CH:14]=2)=[C:16]([O:24][CH3:25])[CH:17]=1. (5) Reactant: [F:1][C:2]1[CH:3]=[C:4]([CH:9]2[O:13]C(=O)[NH:11][CH:10]2[CH2:15][C:16]2[CH:21]=[CH:20][C:19]([C:22]([F:25])([F:24])[F:23])=[CH:18][CH:17]=2)[CH:5]=[CH:6][C:7]=1[F:8].[OH-].[Na+]. Product: [NH2:11][CH:10]([CH2:15][C:16]1[CH:21]=[CH:20][C:19]([C:22]([F:25])([F:24])[F:23])=[CH:18][CH:17]=1)[CH:9]([C:4]1[CH:5]=[CH:6][C:7]([F:8])=[C:2]([F:1])[CH:3]=1)[OH:13]. The catalyst class is: 8. (6) Reactant: F[C:2]1[CH:33]=[CH:32][C:5]([C:6]([C:8]2[CH:31]=[CH:30][C:11]([O:12][CH2:13][CH2:14][CH2:15][O:16][C:17]3[CH:22]=[CH:21][C:20]([CH2:23][C@H:24]([O:28][CH3:29])[C:25]([OH:27])=[O:26])=[CH:19][CH:18]=3)=[CH:10][CH:9]=2)=[O:7])=[CH:4][CH:3]=1.[OH-:34].[K+].O. Product: [OH:34][C:2]1[CH:33]=[CH:32][C:5]([C:6]([C:8]2[CH:31]=[CH:30][C:11]([O:12][CH2:13][CH2:14][CH2:15][O:16][C:17]3[CH:22]=[CH:21][C:20]([CH2:23][C@H:24]([O:28][CH3:29])[C:25]([OH:27])=[O:26])=[CH:19][CH:18]=3)=[CH:10][CH:9]=2)=[O:7])=[CH:4][CH:3]=1. The catalyst class is: 159. (7) Reactant: C[O:2][C:3]1[CH:4]=[CH:5][C:6]([O:9][C:10]2[CH:20]=[CH:19][C:13]([C:14]([O:16][CH2:17][CH3:18])=[O:15])=[CH:12][CH:11]=2)=[N:7][CH:8]=1.B(Br)(Br)Br.C(=O)(O)[O-].[Na+]. Product: [OH:2][C:3]1[CH:4]=[CH:5][C:6]([O:9][C:10]2[CH:20]=[CH:19][C:13]([C:14]([O:16][CH2:17][CH3:18])=[O:15])=[CH:12][CH:11]=2)=[N:7][CH:8]=1. The catalyst class is: 4. (8) Reactant: [CH3:1][O:2][C:3]1[CH:10]=[CH:9][C:6]([CH:7]=[O:8])=[CH:5][CH:4]=1.C[Si](C)(C)O[SiH](C)C.[F-].C([N+](CCCC)(CCCC)CCCC)CCC. Product: [CH3:1][O:2][C:3]1[CH:10]=[CH:9][C:6]([CH2:7][OH:8])=[CH:5][CH:4]=1. The catalyst class is: 1.